This data is from Catalyst prediction with 721,799 reactions and 888 catalyst types from USPTO. The task is: Predict which catalyst facilitates the given reaction. (1) Reactant: [Li]CCCC.C(NC(C)C)(C)C.C(OP([CH2:21][C:22]1[CH:32]=[CH:31][C:25]([C:26]([O:28][CH2:29][CH3:30])=[O:27])=[CH:24][CH:23]=1)(OCC)=O)C.[O:33]1[C:37]2([CH2:42][CH2:41][C:40](=O)[CH2:39][CH2:38]2)[O:36][CH2:35][CH2:34]1. Product: [O:33]1[C:37]2([CH2:42][CH2:41][C:40](=[CH:21][C:22]3[CH:23]=[CH:24][C:25]([C:26]([O:28][CH2:29][CH3:30])=[O:27])=[CH:31][CH:32]=3)[CH2:39][CH2:38]2)[O:36][CH2:35][CH2:34]1. The catalyst class is: 20. (2) Product: [CH3:1][N:2]1[CH2:21][CH2:20][C:5]2[N:6]([CH2:14][C:15]([OH:17])=[O:16])[C:7]3[CH:8]=[CH:9][C:10]([CH3:13])=[CH:11][C:12]=3[C:4]=2[CH2:3]1. Reactant: [CH3:1][N:2]1[CH2:21][CH2:20][C:5]2[N:6]([CH2:14][C:15]([O:17]CC)=[O:16])[C:7]3[CH:8]=[CH:9][C:10]([CH3:13])=[CH:11][C:12]=3[C:4]=2[CH2:3]1.[OH-].[Na+].Cl. The catalyst class is: 8.